From a dataset of Forward reaction prediction with 1.9M reactions from USPTO patents (1976-2016). Predict the product of the given reaction. (1) Given the reactants [NH2:1][C:2]1[C:14]([CH3:15])=[CH:13][C:12](Br)=[CH:11][C:3]=1[C:4]([O:6][CH2:7][CH2:8][O:9][CH3:10])=[O:5].[Cu](C#N)[C:18]#[N:19], predict the reaction product. The product is: [NH2:1][C:2]1[C:14]([CH3:15])=[CH:13][C:12]([C:18]#[N:19])=[CH:11][C:3]=1[C:4]([O:6][CH2:7][CH2:8][O:9][CH3:10])=[O:5]. (2) Given the reactants [C:1]([S:14]([NH2:17])(=[O:16])=[O:15])([C:4]([C:7]([C:10]([F:13])([F:12])[F:11])([F:9])[F:8])([F:6])[F:5])([F:3])[F:2].O[Li:19].O.CC(OC)(C)C.[CH2:27]1[CH2:34][O:33][S:30](=[O:32])(=[O:31])[CH2:29][CH2:28]1, predict the reaction product. The product is: [C:1]([S:14]([NH:17][CH2:34][CH2:27][CH2:28][CH2:29][S:30]([O:33][Li:19])(=[O:32])=[O:31])(=[O:16])=[O:15])([C:4]([C:7]([C:10]([F:13])([F:11])[F:12])([F:9])[F:8])([F:6])[F:5])([F:3])[F:2]. (3) Given the reactants [F:1][C:2]1[CH:3]=[C:4]([C@@:9]2([CH3:34])[N:14]([CH2:15][C:16]([O:18]CC)=[O:17])[C:13](=[O:21])[C:12]3([CH2:26][CH2:25][CH2:24][CH2:23][CH2:22]3)[N:11]([C:27]([O:29][C:30]([CH3:33])([CH3:32])[CH3:31])=[O:28])[CH2:10]2)[CH:5]=[C:6]([F:8])[CH:7]=1.[Li+:35].[OH-].Cl, predict the reaction product. The product is: [C:30]([O:29][C:27]([N:11]1[C:12]2([CH2:22][CH2:23][CH2:24][CH2:25][CH2:26]2)[C:13](=[O:21])[N:14]([CH2:15][C:16]([O-:18])=[O:17])[C@@:9]([C:4]2[CH:5]=[C:6]([F:8])[CH:7]=[C:2]([F:1])[CH:3]=2)([CH3:34])[CH2:10]1)=[O:28])([CH3:31])([CH3:32])[CH3:33].[Li+:35]. (4) Given the reactants [N:1]1([C:7]2[CH:12]=[CH:11][C:10]([NH:13][C:14]3[NH:15][C:16](=O)[C:17]4[CH:22]=[CH:21][NH:20][C:18]=4[N:19]=3)=[CH:9][CH:8]=2)[CH2:6][CH2:5][O:4][CH2:3][CH2:2]1.P(Br)(Br)([Br:26])=O.C(N(C(C)C)CC)(C)C, predict the reaction product. The product is: [Br:26][C:16]1[C:17]2[CH:22]=[CH:21][NH:20][C:18]=2[N:19]=[C:14]([NH:13][C:10]2[CH:11]=[CH:12][C:7]([N:1]3[CH2:6][CH2:5][O:4][CH2:3][CH2:2]3)=[CH:8][CH:9]=2)[N:15]=1. (5) Given the reactants [CH:1]1[CH:2]=[CH:3][C:4]([CH2:7][CH2:8][C:9]([OH:11])=O)=[CH:5][CH:6]=1.[C:12]([OH:22])(=[O:21])C=CC1C=CC=CC=1.[H][H].N[OH:26].N=[C:28]=[NH:29].ON1[C:35]2C=CC=[CH:39][C:34]=2N=N1, predict the reaction product. The product is: [OH:26][C:1]1[CH:6]=[CH:5][C:4]([CH2:7][CH2:8][C:9]([NH:29][CH:28]([CH:34]([CH3:39])[CH3:35])[C:12]([OH:22])=[O:21])=[O:11])=[CH:3][CH:2]=1. (6) Given the reactants FC(F)(F)C(O)=O.C(O[C:13]([N:15]1[CH2:20][CH2:19][N:18]([C:21]2[C:29]([Cl:30])=[C:28]3[C:24]([CH2:25][N:26]([CH:32]4[CH2:37][CH2:36][CH2:35][CH2:34][CH2:33]4)[C:27]3=[O:31])=[CH:23][CH:22]=2)[CH2:17][CH2:16]1)=O)(C)(C)C.C(=O)([O-])[O-].[K+].[K+].[C:44]1([CH:50]([C:54]2[CH:59]=[CH:58][CH:57]=[CH:56][CH:55]=2)[CH2:51]CBr)[CH:49]=[CH:48][CH:47]=[CH:46][CH:45]=1.C(O)(=O)CC(CC(O)=O)(C(O)=O)O, predict the reaction product. The product is: [Cl:30][C:29]1[C:21]([N:18]2[CH2:19][CH2:20][N:15]([CH2:13][CH2:51][CH:50]([C:44]3[CH:49]=[CH:48][CH:47]=[CH:46][CH:45]=3)[C:54]3[CH:59]=[CH:58][CH:57]=[CH:56][CH:55]=3)[CH2:16][CH2:17]2)=[CH:22][CH:23]=[C:24]2[C:28]=1[C:27](=[O:31])[N:26]([CH:32]1[CH2:37][CH2:36][CH2:35][CH2:34][CH2:33]1)[CH2:25]2. (7) Given the reactants C(O)(C(F)(F)F)=O.C[Si](C)(C)CCOC[N:14]1[C:18]2[N:19]=[CH:20][N:21]=[C:22]([C:23]3[CH:24]=[N:25][N:26]([CH:28]4[CH2:33][CH2:32][C:31](=[CH:34][C:35]#[N:36])[CH2:30][CH2:29]4)[CH:27]=3)[C:17]=2[CH:16]=[CH:15]1.[OH-].[NH4+], predict the reaction product. The product is: [N:19]1[C:18]2[NH:14][CH:15]=[CH:16][C:17]=2[C:22]([C:23]2[CH:24]=[N:25][N:26]([CH:28]3[CH2:29][CH2:30][C:31](=[CH:34][C:35]#[N:36])[CH2:32][CH2:33]3)[CH:27]=2)=[N:21][CH:20]=1.